This data is from NCI-60 drug combinations with 297,098 pairs across 59 cell lines. The task is: Regression. Given two drug SMILES strings and cell line genomic features, predict the synergy score measuring deviation from expected non-interaction effect. (1) Drug 1: CN(CC1=CN=C2C(=N1)C(=NC(=N2)N)N)C3=CC=C(C=C3)C(=O)NC(CCC(=O)O)C(=O)O. Drug 2: CC1=C(C=C(C=C1)C(=O)NC2=CC(=CC(=C2)C(F)(F)F)N3C=C(N=C3)C)NC4=NC=CC(=N4)C5=CN=CC=C5. Cell line: A498. Synergy scores: CSS=21.5, Synergy_ZIP=0.682, Synergy_Bliss=0.175, Synergy_Loewe=-37.6, Synergy_HSA=-0.986. (2) Drug 1: CC1=CC2C(CCC3(C2CCC3(C(=O)C)OC(=O)C)C)C4(C1=CC(=O)CC4)C. Drug 2: CN(C(=O)NC(C=O)C(C(C(CO)O)O)O)N=O. Cell line: SF-295. Synergy scores: CSS=-0.797, Synergy_ZIP=-0.437, Synergy_Bliss=-3.13, Synergy_Loewe=-6.74, Synergy_HSA=-5.86. (3) Drug 1: CC1=C2C(C(=O)C3(C(CC4C(C3C(C(C2(C)C)(CC1OC(=O)C(C(C5=CC=CC=C5)NC(=O)OC(C)(C)C)O)O)OC(=O)C6=CC=CC=C6)(CO4)OC(=O)C)O)C)O. Drug 2: CS(=O)(=O)CCNCC1=CC=C(O1)C2=CC3=C(C=C2)N=CN=C3NC4=CC(=C(C=C4)OCC5=CC(=CC=C5)F)Cl. Cell line: MOLT-4. Synergy scores: CSS=39.2, Synergy_ZIP=-4.68, Synergy_Bliss=-10.1, Synergy_Loewe=-45.5, Synergy_HSA=-8.81.